This data is from Forward reaction prediction with 1.9M reactions from USPTO patents (1976-2016). The task is: Predict the product of the given reaction. Given the reactants P([O-])([O-])([O-])=O.[K+].[K+].[K+].[F:9][C:10]1[C:15](B(O)O)=[CH:14][CH:13]=[CH:12][N:11]=1.[NH2:19][C:20]1[CH2:40][O:39][CH2:38][C@@:22]2([C:35]3[CH:34]=[C:33](Br)[CH:32]=[CH:31][C:30]=3[O:29][C:28]3[C:23]2=[CH:24][C:25]([OH:37])=[CH:26][CH:27]=3)[N:21]=1.O, predict the reaction product. The product is: [NH2:19][C:20]1[CH2:40][O:39][CH2:38][C@@:22]2([C:35]3[CH:34]=[C:33]([C:15]4[C:10]([F:9])=[N:11][CH:12]=[CH:13][CH:14]=4)[CH:32]=[CH:31][C:30]=3[O:29][C:28]3[C:23]2=[CH:24][C:25]([OH:37])=[CH:26][CH:27]=3)[N:21]=1.